From a dataset of Forward reaction prediction with 1.9M reactions from USPTO patents (1976-2016). Predict the product of the given reaction. (1) Given the reactants [CH2:1]([S:5][C:6]1[N:14]=[C:13]2[C:9]([N:10]=[CH:11][N:12]2[C@@H:15]2[O:27][C@H:26]([CH2:28][O:29]C(=O)C)[C@@H:21]([O:22]C(=O)C)[C@H:16]2[O:17]C(=O)C)=[C:8](Cl)[N:7]=1)[CH2:2][CH2:3]C.C(N(CC)CC)C.[CH2:41]([NH2:47])[CH2:42][CH2:43][CH2:44][CH2:45][CH3:46].[Na], predict the reaction product. The product is: [CH2:1]([S:5][C:6]1[N:14]=[C:13]2[C:9]([N:10]=[CH:11][N:12]2[C@@H:15]2[O:27][C@H:26]([CH2:28][OH:29])[C@@H:21]([OH:22])[C@H:16]2[OH:17])=[C:8]([NH:47][CH2:41][CH2:42][CH2:43][CH2:44][CH2:45][CH3:46])[N:7]=1)[CH2:2][CH3:3]. (2) Given the reactants [CH3:1][O:2][C:3]1[CH:28]=[C:27]([CH2:29][O:30][C:31]2[C:35](/[CH:36]=[CH:37]/[C:38]3[N:39]=[C:40]([N:44]4[CH2:49][CH2:48][CH2:47][CH2:46][CH2:45]4)[S:41][C:42]=3[CH3:43])=[CH:34][N:33]([C:50]3[CH:55]=[CH:54][CH:53]=[CH:52][CH:51]=3)[N:32]=2)[CH:26]=[CH:25][C:4]=1[O:5][CH2:6][C:7]1[N:8]=[C:9]([C:13]2[CH:18]=[CH:17][C:16]([CH2:19][C:20]([O:22]CC)=[O:21])=[CH:15][CH:14]=2)[O:10][C:11]=1[CH3:12].O1CCCC1.[OH-].[Na+].Cl, predict the reaction product. The product is: [CH3:1][O:2][C:3]1[CH:28]=[C:27]([CH2:29][O:30][C:31]2[C:35](/[CH:36]=[CH:37]/[C:38]3[N:39]=[C:40]([N:44]4[CH2:45][CH2:46][CH2:47][CH2:48][CH2:49]4)[S:41][C:42]=3[CH3:43])=[CH:34][N:33]([C:50]3[CH:51]=[CH:52][CH:53]=[CH:54][CH:55]=3)[N:32]=2)[CH:26]=[CH:25][C:4]=1[O:5][CH2:6][C:7]1[N:8]=[C:9]([C:13]2[CH:18]=[CH:17][C:16]([CH2:19][C:20]([OH:22])=[O:21])=[CH:15][CH:14]=2)[O:10][C:11]=1[CH3:12]. (3) Given the reactants [Br:1][C:2]1[C:10]2[O:9][CH:8]([CH2:11][OH:12])[CH2:7][C:6]=2[C:5]([F:13])=[CH:4][CH:3]=1.[C:14]1([CH3:24])[CH:19]=[CH:18][C:17]([S:20](Cl)(=[O:22])=[O:21])=[CH:16][CH:15]=1.CC1C=CC(S(OCC2CC3C(C(F)(F)F)=CC=C(Cl)C=3O2)(=O)=O)=CC=1, predict the reaction product. The product is: [CH3:24][C:14]1[CH:19]=[CH:18][C:17]([S:20]([O:12][CH2:11][CH:8]2[CH2:7][C:6]3[C:5]([F:13])=[CH:4][CH:3]=[C:2]([Br:1])[C:10]=3[O:9]2)(=[O:22])=[O:21])=[CH:16][CH:15]=1. (4) Given the reactants [F:1][C:2]1[CH:7]=[CH:6][C:5]([N:8]2[C:17]3[C:12](=[N:13][CH:14]=[C:15]([CH2:18][C:19]4[CH:24]=[CH:23][C:22]([F:25])=[CH:21][CH:20]=4)[CH:16]=3)[C:11]([OH:26])=[C:10]([C:27](OCC)=[O:28])[C:9]2=[O:32])=[CH:4][CH:3]=1.[NH2:33][CH2:34][CH2:35][CH2:36][N:37]1[CH2:41][CH2:40][CH2:39][C:38]1=[O:42], predict the reaction product. The product is: [F:1][C:2]1[CH:7]=[CH:6][C:5]([N:8]2[C:17]3[C:12](=[N:13][CH:14]=[C:15]([CH2:18][C:19]4[CH:20]=[CH:21][C:22]([F:25])=[CH:23][CH:24]=4)[CH:16]=3)[C:11]([OH:26])=[C:10]([C:27]([NH:33][CH2:34][CH2:35][CH2:36][N:37]3[CH2:41][CH2:40][CH2:39][C:38]3=[O:42])=[O:28])[C:9]2=[O:32])=[CH:4][CH:3]=1.